Dataset: Forward reaction prediction with 1.9M reactions from USPTO patents (1976-2016). Task: Predict the product of the given reaction. (1) Given the reactants Cl.[NH2:2][C@H:3]([C:7]1[CH:12]=[CH:11][CH:10]=[CH:9][CH:8]=1)[C:4]([OH:6])=[O:5].CCN([CH:19]([CH3:21])[CH3:20])C(C)C.[CH:22]1([N:27]=[C:28]=[O:29])[CH2:26][CH2:25][CH2:24][CH2:23]1.[CH3:30]N(C=O)C, predict the reaction product. The product is: [CH:22]1([NH:27][C:28](=[O:29])[NH:2][C@H:3]([C:7]2[CH:12]=[CH:11][CH:10]=[CH:9][CH:8]=2)[C:4]([O:6][C:19]([CH3:21])([CH3:30])[CH3:20])=[O:5])[CH2:26][CH2:25][CH2:24][CH2:23]1. (2) Given the reactants [CH:1]1[C:10]2[C:5](=[CH:6][CH:7]=[CH:8][CH:9]=2)[CH:4]=[CH:3][C:2]=1[NH2:11].I[CH2:13][C:14]([O:16][CH2:17][CH3:18])=[O:15].C([O-])(=O)C.[Na+], predict the reaction product. The product is: [CH:1]1[C:10]2[C:5](=[CH:6][CH:7]=[CH:8][CH:9]=2)[CH:4]=[CH:3][C:2]=1[NH:11][CH2:13][C:14]([O:16][CH2:17][CH3:18])=[O:15]. (3) Given the reactants [CH2:1]([O:3][C:4]([C:6]1[CH:11]=[CH:10][C:9]([C:12]2[CH:17]=[C:16]([NH2:18])[CH:15]=[CH:14][C:13]=2[CH3:19])=[CH:8][CH:7]=1)=[O:5])[CH3:2].[N:20]1([C:26]2[CH:34]=[CH:33][C:29]([C:30](O)=[O:31])=[CH:28][CH:27]=2)[CH2:25][CH2:24][O:23][CH2:22][CH2:21]1.CN1CCOCC1.ON1C2C=CC=CC=2N=N1.Cl.CN(CCCN=C=N)C, predict the reaction product. The product is: [CH2:1]([O:3][C:4]([C:6]1[CH:7]=[CH:8][C:9]([C:12]2[CH:17]=[C:16]([NH:18][C:30](=[O:31])[C:29]3[CH:28]=[CH:27][C:26]([N:20]4[CH2:25][CH2:24][O:23][CH2:22][CH2:21]4)=[CH:34][CH:33]=3)[CH:15]=[CH:14][C:13]=2[CH3:19])=[CH:10][CH:11]=1)=[O:5])[CH3:2]. (4) Given the reactants [Br:1][C:2]1[CH:3]=[C:4]2[C:9](=[C:10](Br)[N:11]=1)[N:8]=[CH:7][CH:6]=[CH:5]2.[CH2:13]([N:15]1[CH2:20][CH2:19][NH:18][CH2:17][CH2:16]1)[CH3:14], predict the reaction product. The product is: [Br:1][C:2]1[CH:3]=[C:4]2[C:9](=[C:10]([N:18]3[CH2:19][CH2:20][N:15]([CH2:13][CH3:14])[CH2:16][CH2:17]3)[N:11]=1)[N:8]=[CH:7][CH:6]=[CH:5]2. (5) Given the reactants [CH:1]([C:4]1[CH:11]=[CH:10][CH:9]=[CH:8][C:5]=1[CH2:6]Br)([CH3:3])[CH3:2].Cl.[O:13]=[C:14]1[C:19]([C:20]([O:22][CH2:23][CH3:24])=[O:21])=[CH:18][CH:17]=[CH:16][NH:15]1.[H-].[Na+], predict the reaction product. The product is: [CH:1]([C:4]1[CH:11]=[CH:10][CH:9]=[CH:8][C:5]=1[CH2:6][N:15]1[CH:16]=[CH:17][CH:18]=[C:19]([C:20]([O:22][CH2:23][CH3:24])=[O:21])[C:14]1=[O:13])([CH3:3])[CH3:2]. (6) The product is: [P:20]([OH:24])([OH:23])([OH:22])=[O:21].[Cl:1][C:2]1[CH:3]=[C:4]([C@:9]23[CH2:15][C@@:14]2([CH2:16][O:17][CH3:18])[CH2:13][NH:12][CH2:11][CH2:10]3)[CH:5]=[CH:6][C:7]=1[Cl:8]. Given the reactants [Cl:1][C:2]1[CH:3]=[C:4]([C@:9]23[CH2:15][C@@:14]2([CH2:16][O:17][CH3:18])[CH2:13][NH:12][CH2:11][CH2:10]3)[CH:5]=[CH:6][C:7]=1[Cl:8].O.[P:20](=[O:24])([OH:23])([OH:22])[OH:21], predict the reaction product. (7) Given the reactants FC(F)(F)C(O)=O.O.[CH:9]1([NH:18][C:19]2[N:27]=[CH:26][N:25]=[C:24]3[C:20]=2[N:21]=[CH:22][N:23]3[C@H:28]2[C@@H:32]3[O:33]C(C)(C)[O:35][C@@H:31]3[C@@H:30]([CH2:38][CH2:39][S:40]([NH2:43])(=[O:42])=[O:41])[O:29]2)[C:17]2[C:12](=[CH:13][CH:14]=[CH:15][CH:16]=2)[CH2:11][CH2:10]1, predict the reaction product. The product is: [C@@H:9]1([NH:18][C:19]2[N:27]=[CH:26][N:25]=[C:24]3[C:20]=2[N:21]=[CH:22][N:23]3[C@@H:28]2[O:29][C@H:30]([CH2:38][CH2:39][S:40]([NH2:43])(=[O:42])=[O:41])[C@@H:31]([OH:35])[C@H:32]2[OH:33])[C:17]2[C:12](=[CH:13][CH:14]=[CH:15][CH:16]=2)[CH2:11][CH2:10]1. (8) Given the reactants Cl[CH:2]([CH2:15][CH3:16])[C:3]([NH:5][C@H:6]([C:9]1[CH:14]=[CH:13][CH:12]=[CH:11][CH:10]=1)[CH2:7][OH:8])=[O:4].[H-].[Na+].C([O-])(O)=O.[Na+], predict the reaction product. The product is: [CH2:15]([C@H:2]1[O:8][CH2:7][C@@H:6]([C:9]2[CH:14]=[CH:13][CH:12]=[CH:11][CH:10]=2)[NH:5][C:3]1=[O:4])[CH3:16]. (9) Given the reactants C(O)(C(F)(F)F)=O.[C:8]([NH:11][C:12]1[CH:21]=[C:20]2[C:15]([CH:16]=[C:17]([C:23]3[C:24]([F:38])=[CH:25][C:26]([F:37])=[C:27]([NH:29]C(=O)OC(C)(C)C)[CH:28]=3)[C:18]([CH3:22])=[N:19]2)=[CH:14][N:13]=1)(=[O:10])[CH3:9], predict the reaction product. The product is: [NH2:29][C:27]1[C:26]([F:37])=[CH:25][C:24]([F:38])=[C:23]([C:17]2[C:18]([CH3:22])=[N:19][C:20]3[C:15]([CH:16]=2)=[CH:14][N:13]=[C:12]([NH:11][C:8](=[O:10])[CH3:9])[CH:21]=3)[CH:28]=1.